This data is from Reaction yield outcomes from USPTO patents with 853,638 reactions. The task is: Predict the reaction yield, written as a fraction of the theoretical maximum amount of product (1.0 means a 100% yield; for example, 0.34 means a 34% yield). (1) The reactants are [CH3:1][N:2]([CH3:17])[C:3]1[CH:8]=[C:7]([CH3:9])[C:6]([C:10]2[N:11]=[C:12]([NH2:15])[S:13][CH:14]=2)=[C:5]([CH3:16])[CH:4]=1.C(N(CC)CC)C.Cl.[C:26](Cl)(=[O:33])[C:27]1[CH:32]=[CH:31][N:30]=[CH:29][CH:28]=1. The catalyst is C(Cl)Cl. The product is [CH3:17][N:2]([CH3:1])[C:3]1[CH:4]=[C:5]([CH3:16])[C:6]([C:10]2[N:11]=[C:12]([NH:15][C:26](=[O:33])[C:27]3[CH:32]=[CH:31][N:30]=[CH:29][CH:28]=3)[S:13][CH:14]=2)=[C:7]([CH3:9])[CH:8]=1. The yield is 0.770. (2) The reactants are [CH2:1]([O:8][C:9]1[CH:14]=[CH:13][C:12]([C:15]2[NH:16][CH:17]=[C:18]([C:20]3[N:24]([CH:25]([CH3:27])[CH3:26])[N:23]=[CH:22][N:21]=3)[N:19]=2)=[C:11]([F:28])[CH:10]=1)[C:2]1[CH:7]=[CH:6][CH:5]=[CH:4][CH:3]=1.[O:29]1[CH2:33][CH2:32]OC1=O. The catalyst is C1(C)C=CC=CC=1. The product is [CH2:1]([O:8][C:9]1[CH:14]=[CH:13][C:12]([C:15]2[N:16]([CH2:32][CH2:33][OH:29])[CH:17]=[C:18]([C:20]3[N:24]([CH:25]([CH3:26])[CH3:27])[N:23]=[CH:22][N:21]=3)[N:19]=2)=[C:11]([F:28])[CH:10]=1)[C:2]1[CH:3]=[CH:4][CH:5]=[CH:6][CH:7]=1. The yield is 0.700. (3) The reactants are [Cl:1][C:2]1[C:3]([O:48][CH3:49])=[CH:4][CH:5]=[C:6]2[C:11]=1[N:10]=[C:9]([N:12]1[CH:16]=[CH:15][C:14]([C:17]([F:20])([F:19])[F:18])=[N:13]1)[CH:8]=[C:7]2[O:21][C@@H:22]1[CH2:26][N:25]([C:27]([NH:29][C@:30]2(C(O)=O)[CH2:32][C@H:31]2[CH:33]=[CH2:34])=[O:28])[C@H:24]([C:38](=[O:47])[N:39]([CH2:41][CH2:42][CH2:43][CH2:44][CH:45]=[CH2:46])[CH3:40])[CH2:23]1.C1(N)CC1.[C:54](=[N:56][S:57]([C:60]1(C)[CH2:62][CH2:61]1)(=[O:59])=[O:58])=[O:55]. No catalyst specified. The product is [Cl:1][C:2]1[C:3]([O:48][CH3:49])=[CH:4][CH:5]=[C:6]2[C:11]=1[N:10]=[C:9]([N:12]1[CH:16]=[CH:15][C:14]([C:17]([F:19])([F:20])[F:18])=[N:13]1)[CH:8]=[C:7]2[O:21][C@@H:22]1[CH2:26][N:25]([C:27]([NH:29][C@:30]2([C:54](=[O:55])[NH:56][S:57]([CH:60]3[CH2:62][CH2:61]3)(=[O:59])=[O:58])[CH2:32][C@H:31]2[CH:33]=[CH2:34])=[O:28])[C@H:24]([C:38]([N:39]([CH2:41][CH2:42][CH2:43][CH2:44][CH:45]=[CH2:46])[CH3:40])=[O:47])[CH2:23]1. The yield is 0.400. (4) The yield is 0.710. The reactants are C([NH:4][C@:5]1([C:22](NC(C)(C)C)=[O:23])[C@@H:9]([CH2:10][CH2:11][CH2:12][B:13]2[O:17]C(C)(C)C(C)(C)[O:14]2)[CH2:8][NH:7][CH2:6]1)(=O)C.C([N:39]1[CH2:44][CH2:43][C:42](=O)[CH2:41][CH2:40]1)(OCC1C=CC=CC=1)=O.S([O-])([O-])(=O)=[O:47].[Na+].[Na+].C(O)(=O)C.C(O[BH-](OC(=O)C)OC(=O)C)(=O)C.[Na+].C(=O)([O-])[O-].[Na+].[Na+]. The catalyst is ClCCCl. The product is [NH2:4][C@:5]1([C:22]([OH:23])=[O:47])[C@@H:9]([CH2:10][CH2:11][CH2:12][B:13]([OH:14])[OH:17])[CH2:8][N:7]([CH:42]2[CH2:43][CH2:44][NH:39][CH2:40][CH2:41]2)[CH2:6]1. (5) The reactants are [CH3:1][N:2]([CH3:19])[CH2:3][C:4]1[N:8]=[C:7]([C:9]2[CH:14]=[C:13]([CH3:15])[CH:12]=[CH:11][C:10]=2[N+:16]([O-])=O)[O:6][N:5]=1.S.[Na].[Na]. The catalyst is O1CCOCC1.O.ClCCl. The product is [CH3:19][N:2]([CH2:3][C:4]1[N:8]=[C:7]([C:9]2[CH:14]=[C:13]([CH3:15])[CH:12]=[CH:11][C:10]=2[NH2:16])[O:6][N:5]=1)[CH3:1]. The yield is 0.860. (6) The reactants are C(C1C=CC(N)=CC=1)CC1C=CC(N)=CC=1.[C:17]([O:21][C:22]([N:24]1[CH2:28][CH2:27][CH2:26][CH:25]1C(O)=O)=[O:23])([CH3:20])([CH3:19])[CH3:18].C(OC(N1C2C(=CC=CC=2)C=CC1)=O)C. The catalyst is C(Cl)Cl. The product is [C:17]([O:21][C:22]([N:24]1[CH2:28][CH2:27][CH2:26][CH2:25]1)=[O:23])([CH3:20])([CH3:18])[CH3:19]. The yield is 0.970.